From a dataset of Full USPTO retrosynthesis dataset with 1.9M reactions from patents (1976-2016). Predict the reactants needed to synthesize the given product. (1) Given the product [CH2:1]([O:8][C:9]1[CH:10]=[C:11]([CH3:26])[C:12]([CH2:16][C:18]2[CH:23]=[CH:22][C:21]([CH2:24][CH3:25])=[CH:20][CH:19]=2)=[CH:13][C:14]=1[Br:15])[C:2]1[CH:7]=[CH:6][CH:5]=[CH:4][CH:3]=1, predict the reactants needed to synthesize it. The reactants are: [CH2:1]([O:8][C:9]1[C:14]([Br:15])=[CH:13][C:12]([CH:16]([C:18]2[CH:23]=[CH:22][C:21]([CH2:24][CH3:25])=[CH:20][CH:19]=2)O)=[C:11]([CH3:26])[CH:10]=1)[C:2]1[CH:7]=[CH:6][CH:5]=[CH:4][CH:3]=1.[SiH](CC)(CC)CC.C(=O)(O)[O-].[Na+]. (2) Given the product [C:1]([N:4]1[C@@H:10]([CH3:11])[C@H:9]([NH:12][C:13](=[O:25])[C@@H:14]([N:16]([CH3:24])[C:17](=[O:23])[O:18][C:19]([CH3:21])([CH3:20])[CH3:22])[CH3:15])[C:8](=[O:26])[N:7]([CH2:34][C:35]2[C:44]3[C:39](=[CH:40][CH:41]=[CH:42][CH:43]=3)[CH:38]=[CH:37][C:36]=2[O:45][CH3:46])[C:6]2[CH:27]=[CH:28][C:29]([C:31]#[N:32])=[CH:30][C:5]1=2)(=[O:3])[CH3:2], predict the reactants needed to synthesize it. The reactants are: [C:1]([N:4]1[C@@H:10]([CH3:11])[C@H:9]([NH:12][C:13](=[O:25])[C@@H:14]([N:16]([CH3:24])[C:17](=[O:23])[O:18][C:19]([CH3:22])([CH3:21])[CH3:20])[CH3:15])[C:8](=[O:26])[NH:7][C:6]2[CH:27]=[CH:28][C:29]([C:31]#[N:32])=[CH:30][C:5]1=2)(=[O:3])[CH3:2].Cl[CH2:34][C:35]1[C:44]2[C:39](=[CH:40][CH:41]=[CH:42][CH:43]=2)[CH:38]=[CH:37][C:36]=1[O:45][CH3:46].C(=O)([O-])[O-].[Cs+].[Cs+].[I-].[Na+].